Predict the product of the given reaction. From a dataset of Forward reaction prediction with 1.9M reactions from USPTO patents (1976-2016). (1) Given the reactants [C:1]([NH:5][C:6]1[C:11]([N+:12]([O-])=O)=[CH:10][CH:9]=[CH:8][N:7]=1)([CH3:4])([CH3:3])[CH3:2].[NH4+].[Cl-], predict the reaction product. The product is: [C:1]([NH:5][C:6]1[C:11]([NH2:12])=[CH:10][CH:9]=[CH:8][N:7]=1)([CH3:4])([CH3:2])[CH3:3]. (2) Given the reactants FC1C=CC=CC=1C(Cl)=O.[S:11]1[CH:15]=[CH:14][CH:13]=[C:12]1[C:16](Cl)=[O:17].[NH2:19][C:20]1[CH:21]=[C:22]([CH:33]=[CH:34][N:35]=1)[C:23]([NH:25][CH2:26][C:27]1[CH:32]=[CH:31][CH:30]=[CH:29][CH:28]=1)=[O:24], predict the reaction product. The product is: [CH2:26]([NH:25][C:23](=[O:24])[C:22]1[CH:33]=[CH:34][N:35]=[C:20]([NH:19][C:16]([C:12]2[S:11][CH:15]=[CH:14][CH:13]=2)=[O:17])[CH:21]=1)[C:27]1[CH:32]=[CH:31][CH:30]=[CH:29][CH:28]=1.